The task is: Predict which catalyst facilitates the given reaction.. This data is from Catalyst prediction with 721,799 reactions and 888 catalyst types from USPTO. (1) Reactant: CC(OC([NH:8][S:9]([N:12]1[CH2:17][CH2:16][N:15]([C:18]2[CH:19]=[C:20]([CH2:24][N:25]3[C:33]4[C:28](=[CH:29][CH:30]=[CH:31][CH:32]=4)[C:27]([C:34]4[CH:39]=[CH:38][C:37]([C:40]([CH3:43])([CH3:42])[CH3:41])=[CH:36][CH:35]=4)=[C:26]3[C:44]([O:46]CC3C=CC=CC=3)=[O:45])[CH:21]=[CH:22][CH:23]=2)[CH2:14][CH2:13]1)(=[O:11])=[O:10])=O)(C)C. Product: [NH2:8][S:9]([N:12]1[CH2:17][CH2:16][N:15]([C:18]2[CH:19]=[C:20]([CH2:24][N:25]3[C:33]4[C:28](=[CH:29][CH:30]=[CH:31][CH:32]=4)[C:27]([C:34]4[CH:35]=[CH:36][C:37]([C:40]([CH3:42])([CH3:43])[CH3:41])=[CH:38][CH:39]=4)=[C:26]3[C:44]([OH:46])=[O:45])[CH:21]=[CH:22][CH:23]=2)[CH2:14][CH2:13]1)(=[O:11])=[O:10]. The catalyst class is: 157. (2) Reactant: [NH2:1][C:2]1[CH:3]=[C:4]2[C:9](=[C:10]([Cl:12])[CH:11]=1)[N:8]=[CH:7][C:6]([C:13]#[N:14])=[C:5]2[NH:15][C:16]1[CH:21]=[CH:20][C:19]([F:22])=[C:18]([Cl:23])[CH:17]=1.[N:24]([CH2:27][CH:28]=O)=[N+:25]=[N-:26].[BH3-]C#N.[Na+]. Product: [N:24]([CH2:27][CH2:28][NH:1][C:2]1[CH:3]=[C:4]2[C:9](=[C:10]([Cl:12])[CH:11]=1)[N:8]=[CH:7][C:6]([C:13]#[N:14])=[C:5]2[NH:15][C:16]1[CH:21]=[CH:20][C:19]([F:22])=[C:18]([Cl:23])[CH:17]=1)=[N+:25]=[N-:26]. The catalyst class is: 14.